The task is: Predict the reaction yield, written as a fraction of the theoretical maximum amount of product (1.0 means a 100% yield; for example, 0.34 means a 34% yield).. This data is from Reaction yield outcomes from USPTO patents with 853,638 reactions. (1) The reactants are ClC1C([O:9][C:10]2[CH:17]=[C:16]([O:18][CH2:19][CH2:20][CH2:21][O:22][CH3:23])[CH:15]=[CH:14][C:11]=2[CH:12]=O)=NC=C(Cl)C=1.[CH3:24][O:25][CH2:26][C:27]([O:29][CH3:30])=[O:28].CC(C)([O-])C.[Na+].O. The catalyst is O1CCCC1. The product is [OH:9][C:10]1[CH:17]=[C:16]([O:18][CH2:19][CH2:20][CH2:21][O:22][CH3:23])[CH:15]=[CH:14][C:11]=1/[CH:12]=[C:26](\[O:25][CH3:24])/[C:27]([O:29][CH3:30])=[O:28]. The yield is 0.690. (2) The reactants are [CH:1]1[C:7](=[O:8])[NH:6][C:4](=[O:5])[N:3]([C@@H:9]2[O:13][C@H:12]([CH2:14][O:15][P:16]([O:19][P:20]([OH:23])([OH:22])=[O:21])([OH:18])=[O:17])[C@@H:11]([OH:24])[C@H:10]2[OH:25])[CH:2]=1.[OH:26][CH:27]1[O:34][C@H:33]([CH2:35]ON=[N+]=[N-])[C@@H:31]([OH:32])[C@H:29]([OH:30])[C@H:28]1[NH:40][C:41]([CH3:43])=[O:42]. The catalyst is CO.O.[Pd]. The product is [CH:1]1[C:7](=[O:8])[NH:6][C:4](=[O:5])[N:3]([C@@H:9]2[O:13][C@H:12]([CH2:14][O:15][P:16]([O:19][P:20]([OH:22])([OH:23])=[O:21])([OH:18])=[O:17])[C@@H:11]([OH:24])[C@H:10]2[OH:25])[CH:2]=1.[OH:26][CH:27]1[O:34][C@H:33]([CH2:35][NH2:3])[C@@H:31]([OH:32])[C@H:29]([OH:30])[C@H:28]1[NH:40][C:41]([CH3:43])=[O:42]. The yield is 0.960. (3) The reactants are Br[C:2]1([C:8]([OH:10])=[O:9])[CH:7]=[CH:6][CH:5]=[CH:4][NH:3]1.C([O-])([O-])=O.[Na+].[Na+].[F:17][C:18]1[CH:23]=[CH:22][C:21](B2OCC(C)(C)CO2)=[CH:20][CH:19]=1.CCO. The catalyst is COCCOC.C1C=CC([P]([Pd]([P](C2C=CC=CC=2)(C2C=CC=CC=2)C2C=CC=CC=2)([P](C2C=CC=CC=2)(C2C=CC=CC=2)C2C=CC=CC=2)[P](C2C=CC=CC=2)(C2C=CC=CC=2)C2C=CC=CC=2)(C2C=CC=CC=2)C2C=CC=CC=2)=CC=1. The product is [F:17][C:18]1[CH:23]=[CH:22][C:21]([C:4]2[N:3]=[C:2]([C:8]([OH:10])=[O:9])[CH:7]=[CH:6][CH:5]=2)=[CH:20][CH:19]=1. The yield is 0.400.